Dataset: Reaction yield outcomes from USPTO patents with 853,638 reactions. Task: Predict the reaction yield, written as a fraction of the theoretical maximum amount of product (1.0 means a 100% yield; for example, 0.34 means a 34% yield). (1) The reactants are [CH2:1]([O:8][CH2:9][C@@H:10]1[O:15][CH2:14][CH2:13][NH:12][CH2:11]1)[C:2]1[CH:7]=[CH:6][CH:5]=[CH:4][CH:3]=1.C([O-])([O-])=O.[K+].[K+].[CH3:22][C:23]([O:26][C:27](O[C:27]([O:26][C:23]([CH3:25])([CH3:24])[CH3:22])=[O:28])=[O:28])([CH3:25])[CH3:24]. The catalyst is CC(C)=O.O. The product is [CH2:1]([O:8][CH2:9][C@@H:10]1[O:15][CH2:14][CH2:13][N:12]([C:27]([O:26][C:23]([CH3:25])([CH3:24])[CH3:22])=[O:28])[CH2:11]1)[C:2]1[CH:3]=[CH:4][CH:5]=[CH:6][CH:7]=1. The yield is 0.440. (2) The reactants are [F:1][C:2]1[CH:3]=[C:4]([N:9]2[C:14](=[O:15])[C:13]([OH:16])=[C:12]([C:17]3[CH:22]=[CH:21][C:20]([S:23]([CH3:26])(=[O:25])=[O:24])=[CH:19][CH:18]=3)[CH:11]=[N:10]2)[CH:5]=[CH:6][C:7]=1[F:8].C1C=CC(P(C2C=CC=CC=2)C2C=CC=CC=2)=CC=1.[CH3:46][C:47]([CH2:49]O)=[O:48].CC(OC(/N=N/C(OC(C)C)=O)=O)C. The catalyst is C1COCC1. The product is [F:1][C:2]1[CH:3]=[C:4]([N:9]2[C:14](=[O:15])[C:13]([O:16][CH2:46][C:47](=[O:48])[CH3:49])=[C:12]([C:17]3[CH:22]=[CH:21][C:20]([S:23]([CH3:26])(=[O:25])=[O:24])=[CH:19][CH:18]=3)[CH:11]=[N:10]2)[CH:5]=[CH:6][C:7]=1[F:8]. The yield is 0.480. (3) The reactants are [CH3:1][O:2][C:3]1[C:8]2[O:9][CH2:10][O:11][C:7]=2[CH:6]=[C:5]([C:12](OC)=[O:13])[CH:4]=1.[H-].[H-].[H-].[H-].[Li+].[Al+3].O.[OH-].[Na+]. The catalyst is C1COCC1. The product is [CH3:1][O:2][C:3]1[C:8]2[O:9][CH2:10][O:11][C:7]=2[CH:6]=[C:5]([CH2:12][OH:13])[CH:4]=1. The yield is 0.520. (4) The reactants are Cl[CH:2]1[CH2:7][CH2:6][CH2:5][CH2:4][C:3]1=O.[C:9]([NH:12][C:13]([NH2:15])=[NH:14])(=[O:11])[CH3:10]. The catalyst is CC#N. The product is [NH:14]1[C:3]2[CH2:4][CH2:5][CH2:6][CH2:7][C:2]=2[N:15]=[C:13]1[NH:12][C:9](=[O:11])[CH3:10]. The yield is 0.140. (5) The yield is 0.380. The reactants are Cl[C:2]1[N:10]=[C:9](Cl)[C:8]([F:12])=[CH:7][C:3]=1[C:4]([NH2:6])=[O:5].[O:13]([C:20]1[CH:25]=[CH:24][C:23]([OH:26])=[CH:22][CH:21]=1)[C:14]1[CH:19]=[CH:18][CH:17]=[CH:16][CH:15]=1.C(O[C:32](=[O:39])[NH:33][C@H:34]1[CH2:38][CH2:37][NH:36][CH2:35]1)(C)(C)C.[C:40](O)(=O)[CH:41]=C. The product is [C:32]([NH:33][C@H:34]1[CH2:38][CH2:37][N:36]([C:9]2[C:8]([F:12])=[CH:7][C:3]([C:4]([NH2:6])=[O:5])=[C:2]([O:26][C:23]3[CH:22]=[CH:21][C:20]([O:13][C:14]4[CH:19]=[CH:18][CH:17]=[CH:16][CH:15]=4)=[CH:25][CH:24]=3)[N:10]=2)[CH2:35]1)(=[O:39])[CH:40]=[CH2:41]. No catalyst specified. (6) The reactants are [F:1][C:2]1[CH:7]=[CH:6][C:5]([NH:8][C:9]([NH:11][C:12]2[N:16]([C:17]3[CH:22]=[CH:21][CH:20]=[CH:19][CH:18]=3)[N:15]=[C:14]([C:23]([F:26])([F:25])[F:24])[CH:13]=2)=[O:10])=[CH:4][C:3]=1[O:27]C.B(Br)(Br)Br. The catalyst is C(Cl)Cl. The product is [C:2]1([N:8]([C:5]2[CH:6]=[CH:7][C:2]([F:1])=[C:3]([OH:27])[CH:4]=2)[C:9]([NH:11][C:12]2[N:16]([C:17]3[CH:18]=[CH:19][CH:20]=[CH:21][CH:22]=3)[N:15]=[C:14]([C:23]([F:25])([F:24])[F:26])[CH:13]=2)=[O:10])[CH:7]=[CH:6][CH:5]=[CH:4][CH:3]=1. The yield is 0.340. (7) The reactants are [CH2:1]([O:3][C:4]([C:6]1[CH:7](Br)[C:8]2[C:13]([C:14]=1[C:15]1[CH:20]=[CH:19][CH:18]=[CH:17][CH:16]=1)=[CH:12][CH:11]=[C:10]([O:21][CH3:22])[CH:9]=2)=[O:5])[CH3:2].[CH2:24]([NH2:26])[CH3:25]. The catalyst is C1COCC1. The product is [CH2:1]([O:3][C:4]([C:6]1[CH:7]([NH:26][CH2:24][CH3:25])[C:8]2[C:13]([C:14]=1[C:15]1[CH:20]=[CH:19][CH:18]=[CH:17][CH:16]=1)=[CH:12][CH:11]=[C:10]([O:21][CH3:22])[CH:9]=2)=[O:5])[CH3:2]. The yield is 0.756. (8) The reactants are [NH2:1][C:2]1[C:3]2[S:11][CH:10]=[C:9]([C:12]3[CH:13]=[C:14]([CH:18]=[CH:19][CH:20]=3)[C:15]([OH:17])=O)[C:4]=2[N:5]=[C:6]([Cl:8])[N:7]=1.Cl.CN.[CH2:24]([N:26]=C=NCCCN(C)C)C.OC1C2N=NNC=2C=CC=1.CN(C)C. The catalyst is CN(C)C=O.C(OCC)(=O)C. The product is [NH2:1][C:2]1[C:3]2[S:11][CH:10]=[C:9]([C:12]3[CH:13]=[C:14]([CH:18]=[CH:19][CH:20]=3)[C:15]([NH:26][CH3:24])=[O:17])[C:4]=2[N:5]=[C:6]([Cl:8])[N:7]=1. The yield is 0.890. (9) The reactants are Br[CH:2]1[CH2:6][CH2:5][CH2:4][CH2:3]1.[O:7]=[CH:8][C:9]1[CH:17]=[CH:16][C:13]([O:14][CH3:15])=[C:11]([OH:12])[CH:10]=1.C(=O)([O-])[O-].[K+].[K+]. The catalyst is CCO. The product is [CH:2]1([O:12][C:11]2[CH:10]=[C:9]([CH:17]=[CH:16][C:13]=2[O:14][CH3:15])[CH:8]=[O:7])[CH2:6][CH2:5][CH2:4][CH2:3]1. The yield is 0.970.